From a dataset of Catalyst prediction with 721,799 reactions and 888 catalyst types from USPTO. Predict which catalyst facilitates the given reaction. (1) Reactant: [Cl:1][C:2]1[CH:7]=[CH:6][C:5]([CH:8]2[C:15]3[C:14]([CH3:16])=[N:13][NH:12][C:11]=3[C:10](=[O:17])[N:9]2[C:18]2[CH:23]=[C:22]([CH3:24])[C:21](=[O:25])[N:20]([CH3:26])[CH:19]=2)=[CH:4][CH:3]=1.[H-].[Na+].I[CH:30]1[CH2:33][O:32][CH2:31]1. Product: [Cl:1][C:2]1[CH:7]=[CH:6][C:5]([CH:8]2[C:15]3[C:14]([CH3:16])=[N:13][N:12]([CH:30]4[CH2:33][O:32][CH2:31]4)[C:11]=3[C:10](=[O:17])[N:9]2[C:18]2[CH:23]=[C:22]([CH3:24])[C:21](=[O:25])[N:20]([CH3:26])[CH:19]=2)=[CH:4][CH:3]=1. The catalyst class is: 3. (2) Product: [F:33][C:31]1[CH:32]=[C:27]([CH2:26][C@H:25]([NH:24][C:22](=[O:23])[O:21][C:17]([CH3:20])([CH3:19])[CH3:18])[C:35]2[C:40]([C:2]3[N:7]4[C:8]([CH3:16])=[N:9][C:10]([NH:11][S:12]([CH3:15])(=[O:14])=[O:13])=[C:6]4[CH:5]=[CH:4][CH:3]=3)=[CH:39][CH:38]=[C:37]([C:44]#[C:45][C:46]([OH:49])([CH3:47])[CH3:48])[N:36]=2)[CH:28]=[C:29]([F:34])[CH:30]=1. The catalyst class is: 184. Reactant: Br[C:2]1[N:7]2[C:8]([CH3:16])=[N:9][C:10]([NH:11][S:12]([CH3:15])(=[O:14])=[O:13])=[C:6]2[CH:5]=[CH:4][CH:3]=1.[C:17]([O:21][C:22]([NH:24][C@H:25]([C:35]1[C:40](B(O)O)=[CH:39][CH:38]=[C:37]([C:44]#[C:45][C:46]([OH:49])([CH3:48])[CH3:47])[N:36]=1)[CH2:26][C:27]1[CH:32]=[C:31]([F:33])[CH:30]=[C:29]([F:34])[CH:28]=1)=[O:23])([CH3:20])([CH3:19])[CH3:18].C([O-])([O-])=O.[Na+].[Na+]. (3) Reactant: Br[C:2]1[CH:3]=[C:4]([C:9]2[N:10]=[N:11][N:12]([CH:14]([CH3:16])[CH3:15])[CH:13]=2)[C:5]([NH2:8])=[N:6][CH:7]=1.[F:17][C:18]1[CH:30]=[C:29](B2OC(C)(C)C(C)(C)O2)[CH:28]=[CH:27][C:19]=1[CH2:20][N:21]1[CH2:26][CH2:25][O:24][CH2:23][CH2:22]1.O.C([O-])([O-])=O.[Cs+].[Cs+]. Product: [F:17][C:18]1[CH:30]=[C:29]([C:2]2[CH:3]=[C:4]([C:9]3[N:10]=[N:11][N:12]([CH:14]([CH3:16])[CH3:15])[CH:13]=3)[C:5]([NH2:8])=[N:6][CH:7]=2)[CH:28]=[CH:27][C:19]=1[CH2:20][N:21]1[CH2:22][CH2:23][O:24][CH2:25][CH2:26]1. The catalyst class is: 752. (4) Reactant: Br[C:2]1[CH:14]=[CH:13][C:5]2[N:6]([CH3:12])[C:7]([C@H:9]([OH:11])[CH3:10])=[N:8][C:4]=2[CH:3]=1.[CH3:15][C:16]1([CH3:32])[C:20]([CH3:22])([CH3:21])[O:19][B:18]([B:18]2[O:19][C:20]([CH3:22])([CH3:21])[C:16]([CH3:32])([CH3:15])[O:17]2)[O:17]1.ClCCl.C([O-])(=O)C.[K+]. Product: [CH3:12][N:6]1[C:5]2[CH:13]=[CH:14][C:2]([B:18]3[O:19][C:20]([CH3:22])([CH3:21])[C:16]([CH3:32])([CH3:15])[O:17]3)=[CH:3][C:4]=2[N:8]=[C:7]1[C@H:9]([OH:11])[CH3:10]. The catalyst class is: 75. (5) Reactant: [Cl:1][C:2]1[CH:3]=[C:4]([CH:8]=[CH:9][C:10]=1[OH:11])[C:5]([NH2:7])=[O:6].N1C=CC=CC=1.[F:18][C:19]([F:32])([F:31])[S:20](O[S:20]([C:19]([F:32])([F:31])[F:18])(=[O:22])=[O:21])(=[O:22])=[O:21]. Product: [F:18][C:19]([F:32])([F:31])[S:20]([O:11][C:10]1[CH:9]=[CH:8][C:4]([C:5]([NH2:7])=[O:6])=[CH:3][C:2]=1[Cl:1])(=[O:22])=[O:21]. The catalyst class is: 4. (6) Reactant: [NH:1]1[C:9]2[C:4](=[CH:5][C:6]([C:10]3[C:14]4[C:15]([NH2:19])=[N:16][CH:17]=[CH:18][C:13]=4[S:12][CH:11]=3)=[CH:7][CH:8]=2)[CH2:3][CH2:2]1.CN(C(ON1N=NC2C=CC=NC1=2)=[N+](C)C)C.F[P-](F)(F)(F)(F)F.[Cl:44][C:45]1[CH:46]=[C:47]([CH2:51][C:52](O)=[O:53])[CH:48]=[CH:49][CH:50]=1.CCN(C(C)C)C(C)C. Product: [Cl:44][C:45]1[CH:46]=[C:47]([CH2:51][C:52]([N:1]2[C:9]3[C:4](=[CH:5][C:6]([C:10]4[C:14]5[C:15]([NH2:19])=[N:16][CH:17]=[CH:18][C:13]=5[S:12][CH:11]=4)=[CH:7][CH:8]=3)[CH2:3][CH2:2]2)=[O:53])[CH:48]=[CH:49][CH:50]=1. The catalyst class is: 145. (7) Reactant: [CH2:1]([C:3]1[C:12]2[C:7](=[CH:8][C:9]([O:13][CH3:14])=[CH:10][CH:11]=2)[C:6]([NH:15][CH:16]2[CH2:21][CH2:20][N:19]([CH2:22][C:23]3[CH:28]=[CH:27][C:26]([C:29]#[C:30][Si](C)(C)C)=[CH:25][CH:24]=3)[CH2:18][CH2:17]2)=[N:5][N:4]=1)[CH3:2].C(=O)([O-])[O-].[K+].[K+].O.[ClH:42]. Product: [ClH:42].[ClH:42].[CH2:1]([C:3]1[C:12]2[C:7](=[CH:8][C:9]([O:13][CH3:14])=[CH:10][CH:11]=2)[C:6]([NH:15][CH:16]2[CH2:21][CH2:20][N:19]([CH2:22][C:23]3[CH:28]=[CH:27][C:26]([C:29]#[CH:30])=[CH:25][CH:24]=3)[CH2:18][CH2:17]2)=[N:5][N:4]=1)[CH3:2]. The catalyst class is: 5.